Dataset: Full USPTO retrosynthesis dataset with 1.9M reactions from patents (1976-2016). Task: Predict the reactants needed to synthesize the given product. (1) Given the product [F:1][C:2]1[CH:3]=[C:4]([C@H:9]2[CH2:14][C@H:13]([C:15]3[O:19][NH:18][C:17](=[O:20])[CH:16]=3)[CH2:12][CH2:11][NH:10]2)[CH:5]=[CH:6][C:7]=1[F:8], predict the reactants needed to synthesize it. The reactants are: [F:1][C:2]1[CH:3]=[C:4]([C@H:9]2[CH2:14][C@H:13]([C:15]3[O:19][NH:18][C:17](=[O:20])[CH:16]=3)[CH2:12][CH2:11][N:10]2C(OC)=O)[CH:5]=[CH:6][C:7]=1[F:8].Br. (2) Given the product [Si:40]([O:39][CH2:38][CH2:37][N:5]([C:6]1[CH:7]=[N:8][CH:9]=[CH:10][C:11]=1[C:12]1[CH:13]=[C:14]([CH:27]=[CH:28][CH:29]=1)[C:15]([NH:17][C:18]([C:21]1[CH:22]=[CH:23][CH:24]=[CH:25][CH:26]=1)([CH3:20])[CH3:19])=[O:16])[S:2]([CH3:1])(=[O:3])=[O:4])([C:43]([CH3:46])([CH3:45])[CH3:44])([CH3:42])[CH3:41], predict the reactants needed to synthesize it. The reactants are: [CH3:1][S:2]([NH:5][C:6]1[CH:7]=[N:8][CH:9]=[CH:10][C:11]=1[C:12]1[CH:13]=[C:14]([CH:27]=[CH:28][CH:29]=1)[C:15]([NH:17][C:18]([C:21]1[CH:26]=[CH:25][CH:24]=[CH:23][CH:22]=1)([CH3:20])[CH3:19])=[O:16])(=[O:4])=[O:3].C(=O)([O-])[O-].[K+].[K+].Br[CH2:37][CH2:38][O:39][Si:40]([C:43]([CH3:46])([CH3:45])[CH3:44])([CH3:42])[CH3:41]. (3) Given the product [CH2:1]([NH:3][C:4]1[N:5]=[CH:6][C:7]2[C:16](=[O:17])[N:15]([C:18]3[CH:30]=[CH:29][CH:28]=[C:20]([O:21][CH:38]4[CH2:37][CH2:4][NH:3][CH2:1][CH2:2]4)[CH:19]=3)[CH2:14][C@H:13]3[N:9]([CH2:10][CH2:11][CH2:12]3)[C:8]=2[N:31]=1)[CH3:2], predict the reactants needed to synthesize it. The reactants are: [CH2:1]([NH:3][C:4]1[N:5]=[CH:6][C:7]2[C:16](=[O:17])[N:15]([C:18]3[CH:19]=[C:20]([CH:28]=[CH:29][CH:30]=3)[O:21]N3CCCCC3)[CH2:14][CH:13]3[N:9]([CH2:10][CH2:11][CH2:12]3)[C:8]=2[N:31]=1)[CH3:2].Cl.O1[CH2:38][CH2:37]OCC1. (4) The reactants are: [Cl:1][C:2]1[CH:3]=[CH:4][C:5]([C:8](OCC)=[O:9])=[N:6][CH:7]=1.[H-].[Al+3].[Li+].[H-].[H-].[H-].O.[OH-].[Na+]. Given the product [Cl:1][C:2]1[CH:3]=[CH:4][C:5]([CH2:8][OH:9])=[N:6][CH:7]=1, predict the reactants needed to synthesize it.